From a dataset of Peptide-MHC class II binding affinity with 134,281 pairs from IEDB. Regression. Given a peptide amino acid sequence and an MHC pseudo amino acid sequence, predict their binding affinity value. This is MHC class II binding data. The peptide sequence is KIEIDQDHQEEICEV. The MHC is HLA-DPA10201-DPB10501 with pseudo-sequence HLA-DPA10201-DPB10501. The binding affinity (normalized) is 0.